From a dataset of Full USPTO retrosynthesis dataset with 1.9M reactions from patents (1976-2016). Predict the reactants needed to synthesize the given product. (1) Given the product [Br:1][C:2]1[CH:3]=[C:4]2[C:8](=[CH:9][CH:10]=1)[CH:7]([OH:11])[CH2:6][CH2:5]2, predict the reactants needed to synthesize it. The reactants are: [Br:1][C:2]1[CH:3]=[C:4]2[C:8](=[CH:9][CH:10]=1)[C:7](=[O:11])[CH2:6][CH2:5]2.[BH4-].[Na+]. (2) The reactants are: [CH3:1][C:2]1[CH:7]=[C:6]([CH3:8])[CH:5]=[C:4]([CH3:9])[C:3]=1[N:10]=[C:11]=[O:12].[NH2:13][C:14]1[CH:19]=[C:18]([F:20])[C:17]([F:21])=[CH:16][C:15]=1[C:22]([NH:24][C@@H:25]([CH:30]1[CH2:35][CH2:34][CH2:33][CH2:32][CH2:31]1)[C:26]([O:28][CH3:29])=[O:27])=[O:23]. Given the product [CH:30]1([C@H:25]([NH:24][C:22]([C:15]2[CH:16]=[C:17]([F:21])[C:18]([F:20])=[CH:19][C:14]=2[NH:13][C:11]([NH:10][C:3]2[C:2]([CH3:1])=[CH:7][C:6]([CH3:8])=[CH:5][C:4]=2[CH3:9])=[O:12])=[O:23])[C:26]([O:28][CH3:29])=[O:27])[CH2:35][CH2:34][CH2:33][CH2:32][CH2:31]1, predict the reactants needed to synthesize it. (3) Given the product [CH3:1][O:2][C:3]1[CH:4]=[CH:5][C:6]([C:19]([F:22])([F:20])[F:21])=[C:7]([C:9]2[CH:14]=[CH:13][N:12]=[C:11]([C:15]3[NH:17][O:18][C:23](=[O:24])[N:16]=3)[CH:10]=2)[CH:8]=1, predict the reactants needed to synthesize it. The reactants are: [CH3:1][O:2][C:3]1[CH:4]=[CH:5][C:6]([C:19]([F:22])([F:21])[F:20])=[C:7]([C:9]2[CH:14]=[CH:13][N:12]=[C:11]([C:15](=[N:17][OH:18])[NH2:16])[CH:10]=2)[CH:8]=1.[C:23](N1C=CN=C1)(N1C=CN=C1)=[O:24].N12CCCN=C1CCCCC2.Cl. (4) Given the product [O:22]=[C:20]1[N:19]([C:23]2[CH:28]=[CH:27][CH:26]=[C:25]([C:29]([F:31])([F:32])[F:30])[CH:24]=2)[C:18]2[CH2:33][CH2:34][NH:35][C:36](=[O:37])[C:17]=2[CH:16]([C:15]2[CH:14]=[CH:13][C:10]([C:11]#[N:12])=[CH:9][C:8]=2[C:44]2[O:48][CH:47]=[N:46][CH:45]=2)[NH:21]1, predict the reactants needed to synthesize it. The reactants are: C(=O)([O-])[O-].[Cs+].[Cs+].Br[C:8]1[CH:9]=[C:10]([CH:13]=[CH:14][C:15]=1[CH:16]1[NH:21][C:20](=[O:22])[N:19]([C:23]2[CH:28]=[CH:27][CH:26]=[C:25]([C:29]([F:32])([F:31])[F:30])[CH:24]=2)[C:18]2[CH2:33][CH2:34][NH:35][C:36](=[O:37])[C:17]1=2)[C:11]#[N:12].CC1(C)OB([C:44]2[O:48][C:47]([Si](C(C)C)(C(C)C)C(C)C)=[N:46][CH:45]=2)OC1(C)C.FC(F)(F)C(O)=O. (5) Given the product [C:11]([O:10][C:9]([N:8]([CH2:16][C:17]1([C:21]2[C:26]([F:27])=[CH:25][CH:24]=[CH:23][N:22]=2)[CH2:20][CH2:19][CH2:18]1)[C:5]1[N:6]=[N:7][C:2]([C:29]2[S:28][C:32]([C:33]([O:35][CH2:36][CH3:37])=[O:34])=[CH:31][N:30]=2)=[CH:3][CH:4]=1)=[O:15])([CH3:14])([CH3:13])[CH3:12], predict the reactants needed to synthesize it. The reactants are: Cl[C:2]1[N:7]=[N:6][C:5]([N:8]([CH2:16][C:17]2([C:21]3[C:26]([F:27])=[CH:25][CH:24]=[CH:23][N:22]=3)[CH2:20][CH2:19][CH2:18]2)[C:9](=[O:15])[O:10][C:11]([CH3:14])([CH3:13])[CH3:12])=[CH:4][CH:3]=1.[S:28]1[C:32]([C:33]([O:35][CH2:36][CH3:37])=[O:34])=[CH:31][N:30]=[CH:29]1.CC(P(C(C)(C)C)C1C(C2C=CC=CC=2)=CC=CC=1)(C)C.C([O-])([O-])=O.[Cs+].[Cs+].